This data is from Catalyst prediction with 721,799 reactions and 888 catalyst types from USPTO. The task is: Predict which catalyst facilitates the given reaction. Reactant: [CH2:1]([O:4][C:5]([C:7]1([CH2:12][CH2:13][C:14]([OH:16])=O)[CH2:11][CH2:10][CH2:9][CH2:8]1)=[O:6])[CH:2]=[CH2:3].[NH2:17][CH2:18][CH2:19][CH2:20][CH2:21][CH2:22][NH:23][C:24](=[O:40])[O:25][CH2:26][CH:27]1[C:39]2[CH:38]=[CH:37][CH:36]=[CH:35][C:34]=2[C:33]2[C:28]1=[CH:29][CH:30]=[CH:31][CH:32]=2.CCN(C(C)C)C(C)C.CN(C(ON1N=NC2C=CC=NC1=2)=[N+](C)C)C.F[P-](F)(F)(F)(F)F. Product: [CH:29]1[C:28]2[CH:27]([CH2:26][O:25][C:24]([NH:23][CH2:22][CH2:21][CH2:20][CH2:19][CH2:18][NH:17][C:14](=[O:16])[CH2:13][CH2:12][C:7]3([C:5]([O:4][CH2:1][CH:2]=[CH2:3])=[O:6])[CH2:8][CH2:9][CH2:10][CH2:11]3)=[O:40])[C:39]3[C:34](=[CH:35][CH:36]=[CH:37][CH:38]=3)[C:33]=2[CH:32]=[CH:31][CH:30]=1. The catalyst class is: 3.